This data is from Full USPTO retrosynthesis dataset with 1.9M reactions from patents (1976-2016). The task is: Predict the reactants needed to synthesize the given product. (1) Given the product [CH:12]([OH:14])=[O:13].[NH:19]1[C:27]2=[N:26][CH:25]=[CH:24][CH:23]=[C:22]2[C:21]([CH:28]=[C:9]2[O:8][C:7]([N:5]([CH2:4][CH2:3][N:2]([CH3:1])[CH3:18])[CH3:6])=[C:11]([C:12]([O:14][CH2:15][CH3:16])=[O:13])[C:10]2=[O:17])=[CH:20]1, predict the reactants needed to synthesize it. The reactants are: [CH3:1][N:2]([CH3:18])[CH2:3][CH2:4][N:5]([C:7]1[O:8][CH2:9][C:10](=[O:17])[C:11]=1[C:12]([O:14][CH2:15][CH3:16])=[O:13])[CH3:6].[NH:19]1[C:27]2[C:22](=[CH:23][CH:24]=[CH:25][N:26]=2)[C:21]([CH:28]=O)=[CH:20]1.N1CCC[C@H]1C(O)=O. (2) Given the product [C:14]([O:13][C:11]([N:8]1[CH2:9][CH2:10][C@@H:6]([C:4]([OH:5])=[O:3])[C@@H:7]1[C:18]1[CH:23]=[CH:22][CH:21]=[CH:20][CH:19]=1)=[O:12])([CH3:17])([CH3:15])[CH3:16], predict the reactants needed to synthesize it. The reactants are: C([O:3][C:4]([C@@H:6]1[CH2:10][CH2:9][N:8]([C:11]([O:13][C:14]([CH3:17])([CH3:16])[CH3:15])=[O:12])[C@H:7]1[C:18]1[CH:23]=[CH:22][CH:21]=[CH:20][CH:19]=1)=[O:5])C.[OH-].[Na+]. (3) Given the product [CH3:23][O:25][C:26]1[CH:27]=[CH:11][C:6]2[O:5][C:4](=[O:17])[NH:16][C:14]([CH3:15])([CH3:18])[C:7]=2[CH:8]=1, predict the reactants needed to synthesize it. The reactants are: C(O[C:4](=[O:17])[NH:5][C:6]1[CH:11]=CC(OC)=[CH:8][C:7]=1[C:14](=[O:16])[CH3:15])C.[CH3:18][Mg]I.[Cl-].[NH4+].[CH2:23]([O:25][CH2:26][CH3:27])C. (4) Given the product [C:33]([N:8]([CH2:7][C:6]1[CH:22]=[CH:23][CH:24]=[CH:25][C:5]=1[O:4][CH:1]([CH3:3])[CH3:2])[C:9]1[CH:14]=[CH:13][CH:12]=[CH:11][C:10]=1[O:15][C:16]1[CH:17]=[CH:18][CH:19]=[CH:20][CH:21]=1)(=[O:35])[CH3:34], predict the reactants needed to synthesize it. The reactants are: [CH:1]([O:4][C:5]1[CH:25]=[CH:24][CH:23]=[CH:22][C:6]=1[CH2:7][NH:8][C:9]1[CH:14]=[CH:13][CH:12]=[CH:11][C:10]=1[O:15][C:16]1[CH:21]=[CH:20][CH:19]=[CH:18][CH:17]=1)([CH3:3])[CH3:2].C(N(CC)CC)C.[C:33](Cl)(=[O:35])[CH3:34].O. (5) Given the product [F:1][C:2]1[CH:9]=[CH:8][C:5]([CH2:6][O:7][CH2:18][CH:15]2[CH2:14][CH2:13][C:12]([N:11]([CH3:10])[CH3:30])([C:24]3[CH:25]=[CH:26][CH:27]=[CH:28][CH:29]=3)[CH2:17][CH2:16]2)=[CH:4][CH:3]=1, predict the reactants needed to synthesize it. The reactants are: [F:1][C:2]1[CH:9]=[CH:8][C:5]([CH:6]=[O:7])=[CH:4][CH:3]=1.[CH3:10][N:11]([CH3:30])[C:12]1([C:24]2[CH:29]=[CH:28][CH:27]=[CH:26][CH:25]=2)[CH2:17][CH2:16][CH:15]([CH2:18]O[Si](C)(C)C)[CH2:14][CH2:13]1.O([Si](C)(C)C)S(C(F)(F)F)(=O)=O.C([SiH](CC)CC)C.[OH-].[Na+]. (6) The reactants are: C(N(CC)CC)C.[CH2:8]([O:15][C:16]1[CH:25]=[C:24]2[C:19]([C:20](Cl)=[C:21]([N+:26]([O-:28])=[O:27])[CH:22]=[N:23]2)=[CH:18][CH:17]=1)[C:9]1[CH:14]=[CH:13][CH:12]=[CH:11][CH:10]=1.O[NH:31][CH2:32][CH:33]([CH3:35])[CH3:34].C[OH:37]. Given the product [CH2:8]([O:15][C:16]1[CH:25]=[C:24]2[C:19]([C:20]([NH:31][CH2:32][C:33]([CH3:35])([OH:37])[CH3:34])=[C:21]([N+:26]([O-:28])=[O:27])[CH:22]=[N:23]2)=[CH:18][CH:17]=1)[C:9]1[CH:14]=[CH:13][CH:12]=[CH:11][CH:10]=1, predict the reactants needed to synthesize it. (7) Given the product [Cl:35][C:32]1[CH:33]=[CH:34][C:29]([S:26]([N:18]([CH2:17][C:14]2[CH:13]=[CH:12][C:11]([C:10]([NH:9][C:6]3([C:4]([OH:5])=[O:3])[CH2:7][CH2:8]3)=[O:36])=[CH:16][CH:15]=2)[CH2:19][C:20]2[CH:25]=[CH:24][CH:23]=[CH:22][N:21]=2)(=[O:27])=[O:28])=[CH:30][CH:31]=1, predict the reactants needed to synthesize it. The reactants are: C([O:3][C:4]([C:6]1([NH:9][C:10](=[O:36])[C:11]2[CH:16]=[CH:15][C:14]([CH2:17][N:18]([S:26]([C:29]3[CH:34]=[CH:33][C:32]([Cl:35])=[CH:31][CH:30]=3)(=[O:28])=[O:27])[CH2:19][C:20]3[CH:25]=[CH:24][CH:23]=[CH:22][N:21]=3)=[CH:13][CH:12]=2)[CH2:8][CH2:7]1)=[O:5])C.[OH-].[Na+].C(O)(=O)CC(CC(O)=O)(C(O)=O)O. (8) Given the product [OH:3][CH:1]([C:4]1[CH:11]=[CH:10][C:7]([C:8]#[N:9])=[CH:6][CH:5]=1)[CH3:2], predict the reactants needed to synthesize it. The reactants are: [C:1]([C:4]1[CH:11]=[CH:10][C:7]([C:8]#[N:9])=[CH:6][CH:5]=1)(=[O:3])[CH3:2].CO.[BH4-].[Na+]. (9) Given the product [CH3:36][O:5][C:4](=[O:6])[C:3]1[CH:7]=[CH:8][C:9]([NH:11][C:12]([C:14]2[CH:23]=[C:22]3[C:17]([CH2:18][CH2:19][CH2:20][N:21]3[S:24]([C:27]3[CH:32]=[C:31]([CH3:33])[CH:30]=[CH:29][C:28]=3[O:34][CH3:35])(=[O:25])=[O:26])=[CH:16][CH:15]=2)=[O:13])=[CH:10][C:2]=1[Cl:1], predict the reactants needed to synthesize it. The reactants are: [Cl:1][C:2]1[CH:10]=[C:9]([NH:11][C:12]([C:14]2[CH:23]=[C:22]3[C:17]([CH2:18][CH2:19][CH2:20][N:21]3[S:24]([C:27]3[CH:32]=[C:31]([CH3:33])[CH:30]=[CH:29][C:28]=3[O:34][CH3:35])(=[O:26])=[O:25])=[CH:16][CH:15]=2)=[O:13])[CH:8]=[CH:7][C:3]=1[C:4]([OH:6])=[O:5].[CH3:36]OC1C=CC(C)=CC=1S(Cl)(=O)=O.